This data is from Forward reaction prediction with 1.9M reactions from USPTO patents (1976-2016). The task is: Predict the product of the given reaction. (1) Given the reactants C([O:8][CH2:9][CH2:10][CH2:11][O:12][CH2:13][N:14]([CH3:27])[S:15]([C:18]1[C:23]([Cl:24])=[CH:22][C:21]([Cl:25])=[CH:20][C:19]=1[Cl:26])(=[O:17])=[O:16])C1C=CC=CC=1, predict the reaction product. The product is: [Cl:26][C:19]1[CH:20]=[C:21]([Cl:25])[CH:22]=[C:23]([Cl:24])[C:18]=1[S:15]([N:14]([CH2:13][O:12][CH2:11][CH2:10][CH2:9][OH:8])[CH3:27])(=[O:16])=[O:17]. (2) Given the reactants [C:1]1([CH2:7][CH2:8][CH2:9][CH2:10][CH2:11][CH2:12][C:13]([OH:15])=O)[CH:6]=[CH:5][CH:4]=[CH:3][CH:2]=1.CCN(CC)CC.CN(C(ON1N=NC2C=CC=CC1=2)=[N+](C)C)C.[B-](F)(F)(F)F.C([O-])(=O)C.[O:49]=[C:50]1[C@@H:53]([NH3+:54])[CH2:52][NH:51]1, predict the reaction product. The product is: [C:1]1([CH2:7][CH2:8][CH2:9][CH2:10][CH2:11][CH2:12][C:13]([NH:54][C@H:53]2[CH2:52][NH:51][C:50]2=[O:49])=[O:15])[CH:2]=[CH:3][CH:4]=[CH:5][CH:6]=1. (3) Given the reactants [Cl:1][C:2]1[C:3]([C:11]2[CH:16]=[CH:15][CH:14]=[C:13]([F:17])[CH:12]=2)=[N:4][NH:5][C:6]=1[C:7]([F:10])([F:9])[F:8].C([O-])([O-])=O.[K+].[K+].Cl[CH2:25][C:26]([N:28]1[CH2:33][CH2:32][N:31]([C:34]2[CH:39]=[CH:38][C:37]([Cl:40])=[C:36]([O:41][CH3:42])[CH:35]=2)[CH2:30][CH2:29]1)=[O:27].CN(C=O)C, predict the reaction product. The product is: [Cl:40][C:37]1[CH:38]=[CH:39][C:34]([N:31]2[CH2:32][CH2:33][N:28]([C:26](=[O:27])[CH2:25][N:5]3[C:6]([C:7]([F:8])([F:9])[F:10])=[C:2]([Cl:1])[C:3]([C:11]4[CH:16]=[CH:15][CH:14]=[C:13]([F:17])[CH:12]=4)=[N:4]3)[CH2:29][CH2:30]2)=[CH:35][C:36]=1[O:41][CH3:42].